This data is from Forward reaction prediction with 1.9M reactions from USPTO patents (1976-2016). The task is: Predict the product of the given reaction. Given the reactants [Cl:1][C:2]1[CH:3]=[C:4]2[C:10]([C:11]3[N:16]=[C:15]([NH:17][C@H:18]4[CH2:23][CH2:22][CH2:21][C@@:20]([CH2:25][C:26]([O:28]CC)=[O:27])([OH:24])[CH2:19]4)[C:14]([F:31])=[CH:13][N:12]=3)=[CH:9][N:8](S(C3C=CC(C)=CC=3)(=O)=O)[C:5]2=[N:6][CH:7]=1.[Li+].[OH-].Cl, predict the reaction product. The product is: [Cl:1][C:2]1[CH:3]=[C:4]2[C:10]([C:11]3[N:16]=[C:15]([NH:17][C@H:18]4[CH2:23][CH2:22][CH2:21][C@@:20]([CH2:25][C:26]([OH:28])=[O:27])([OH:24])[CH2:19]4)[C:14]([F:31])=[CH:13][N:12]=3)=[CH:9][NH:8][C:5]2=[N:6][CH:7]=1.